Regression/Classification. Given a drug SMILES string, predict its absorption, distribution, metabolism, or excretion properties. Task type varies by dataset: regression for continuous measurements (e.g., permeability, clearance, half-life) or binary classification for categorical outcomes (e.g., BBB penetration, CYP inhibition). Dataset: cyp2c19_veith. From a dataset of CYP2C19 inhibition data for predicting drug metabolism from PubChem BioAssay. (1) The molecule is CCCOc1ccc2oc(=O)c3c(c2c1)CCCN3C(=O)CN1CCCC(C(=O)OCC)C1. The result is 1 (inhibitor). (2) The molecule is Cc1noc(C)c1-c1ccc2ncnc(N(C)C)c2c1. The result is 1 (inhibitor). (3) The compound is CCC(C)(C)c1ccc(Oc2cccc(C(=O)O)c2)cc1. The result is 0 (non-inhibitor). (4) The molecule is COC(=O)C1(Cc2ccccc2)C=C2C(=C(c3ccccc3)C(=O)C2C)CN1. The result is 1 (inhibitor).